Dataset: Full USPTO retrosynthesis dataset with 1.9M reactions from patents (1976-2016). Task: Predict the reactants needed to synthesize the given product. Given the product [F:1][C:2]1[C:3]([NH:27][CH:28]2[CH2:33][C:32]([CH3:35])([CH3:34])[NH:31][C:30]([CH3:37])([CH3:36])[CH2:29]2)=[N:4][C:5]([NH:8][C:9]2[CH:10]=[C:11]([N:20]3[C:24](=[O:25])[N:23]([CH3:26])[N:22]=[N:21]3)[C:12]([CH3:19])=[C:13]([CH:18]=2)[C:14]([OH:16])=[O:15])=[N:6][CH:7]=1, predict the reactants needed to synthesize it. The reactants are: [F:1][C:2]1[C:3]([NH:27][CH:28]2[CH2:33][C:32]([CH3:35])([CH3:34])[NH:31][C:30]([CH3:37])([CH3:36])[CH2:29]2)=[N:4][C:5]([NH:8][C:9]2[CH:10]=[C:11]([N:20]3[C:24](=[O:25])[N:23]([CH3:26])[N:22]=[N:21]3)[C:12]([CH3:19])=[C:13]([CH:18]=2)[C:14]([O:16]C)=[O:15])=[N:6][CH:7]=1.[Li+].[OH-].Cl.